Predict the reaction yield, written as a fraction of the theoretical maximum amount of product (1.0 means a 100% yield; for example, 0.34 means a 34% yield). From a dataset of Reaction yield outcomes from USPTO patents with 853,638 reactions. (1) The reactants are C(=O)([O-])[O-].[K+].[K+].I[CH2:8][CH3:9].[C:10]([C:14]1[CH:15]=[CH:16][C:17]([OH:23])=[C:18]([CH:22]=1)[C:19]([OH:21])=[O:20])([CH3:13])([CH3:12])[CH3:11].[CH3:24][C:25](=O)CC. The yield is 0.810. No catalyst specified. The product is [C:10]([C:14]1[CH:15]=[CH:16][C:17]([O:23][CH2:8][CH3:9])=[C:18]([CH:22]=1)[C:19]([O:21][CH2:24][CH3:25])=[O:20])([CH3:13])([CH3:11])[CH3:12]. (2) The reactants are CC(C)([O-])C.[Na+].Br[C:8]1[CH:13]=[CH:12][CH:11]=[CH:10][C:9]=1[CH2:14][C:15]#[N:16].[CH2:17]([O:19][C:20](=[O:26])[CH:21]=[CH:22]OCC)[CH3:18].S(=O)(=O)(O)O. The catalyst is O1CCCC1.O.C([O-])(=O)C.[Pd+2].C([O-])(=O)C.C1(P(C2CCCCC2)C2CCCCC2)CCCCC1.C(O)CO. The product is [O:19]1[CH2:17][CH2:18][O:26][C:20]1=[C:21]1[C:8]2[C:9](=[CH:10][CH:11]=[CH:12][CH:13]=2)[C:14]([C:15]#[N:16])=[CH:22]1. The yield is 0.800. (3) The reactants are [Cl:1][C:2]1[CH:3]=[C:4]([C:8](=[N:10][OH:11])[NH2:9])[CH:5]=[CH:6][CH:7]=1.[Cl:12][CH:13]([CH3:17])[C:14](Cl)=O. The catalyst is C(Cl)Cl. The product is [Cl:12][CH:13]([C:17]1[O:11][N:10]=[C:8]([C:4]2[CH:5]=[CH:6][CH:7]=[C:2]([Cl:1])[CH:3]=2)[N:9]=1)[CH3:14]. The yield is 0.670. (4) The reactants are Cl.[N:2]1([C:8]2[O:9][C:10]([C:13]([F:16])([F:15])[F:14])=[N:11][N:12]=2)[CH2:7][CH2:6][NH:5][CH2:4][CH2:3]1.C1(C)C=CC=CC=1.C(=O)([O-])[O-].[K+].[K+].[Br:30][C:31]1[CH:32]=[N:33][C:34](Cl)=[C:35]([CH:38]=1)[C:36]#[N:37]. The catalyst is CN(C)C=O. The product is [Br:30][C:31]1[CH:32]=[N:33][C:34]([N:5]2[CH2:6][CH2:7][N:2]([C:8]3[O:9][C:10]([C:13]([F:15])([F:16])[F:14])=[N:11][N:12]=3)[CH2:3][CH2:4]2)=[C:35]([CH:38]=1)[C:36]#[N:37]. The yield is 0.308. (5) The product is [Cl:1][C:2]1[CH:7]=[CH:6][C:5]([C:8]2[C:12]3[CH2:13][N:14]([S:17]([CH3:20])(=[O:18])=[O:19])[CH2:15][CH2:16][C:11]=3[N:10]([CH2:21][CH2:22][CH2:23][N:24]3[CH2:25][CH2:26][O:27][CH2:28][CH2:29]3)[N:9]=2)=[CH:4][C:3]=1[C:30]#[C:31][C:32]1[CH:41]=[C:40]2[C:35]([CH2:36][C@@H:37]([C:49]([O:51][CH3:52])=[O:50])[NH:38][CH2:39]2)=[CH:34][CH:33]=1. The yield is 0.960. The reactants are [Cl:1][C:2]1[CH:7]=[CH:6][C:5]([C:8]2[C:12]3[CH2:13][N:14]([S:17]([CH3:20])(=[O:19])=[O:18])[CH2:15][CH2:16][C:11]=3[N:10]([CH2:21][CH2:22][CH2:23][N:24]3[CH2:29][CH2:28][O:27][CH2:26][CH2:25]3)[N:9]=2)=[CH:4][C:3]=1[C:30]#[C:31][C:32]1[CH:41]=[C:40]2[C:35]([CH2:36][C@@H:37]([C:49]([O:51][CH3:52])=[O:50])[N:38](C(OC(C)(C)C)=O)[CH2:39]2)=[CH:34][CH:33]=1.C(O)(C(F)(F)F)=O. The catalyst is C(Cl)Cl. (6) The reactants are [N+:1]([C:4]1[CH:5]=[C:6]2[C:10](=[CH:11][CH:12]=1)[NH:9][C:8]([CH:13]([CH3:19])[C:14]([O:16][CH2:17][CH3:18])=[O:15])=[CH:7]2)([O-])=O.O.O.[Sn](Cl)(Cl)(Cl)Cl. The catalyst is C(O)C.C(OCC)(=O)C.O.C([O-])(O)=O.[Na+]. The product is [NH2:1][C:4]1[CH:5]=[C:6]2[C:10](=[CH:11][CH:12]=1)[NH:9][C:8]([CH:13]([CH3:19])[C:14]([O:16][CH2:17][CH3:18])=[O:15])=[CH:7]2. The yield is 0.990. (7) The reactants are [CH2:1]([NH:8][C:9]([NH:11][N:12]([C:14]([CH3:21])([CH3:20])[C:15]([O:17]CC)=[O:16])[CH3:13])=[O:10])[C:2]1[CH:7]=[CH:6][CH:5]=[CH:4][CH:3]=1.O.[OH-].[Li+]. No catalyst specified. The product is [CH2:1]([NH:8][C:9]([NH:11][N:12]([C:14]([CH3:21])([CH3:20])[C:15]([OH:17])=[O:16])[CH3:13])=[O:10])[C:2]1[CH:3]=[CH:4][CH:5]=[CH:6][CH:7]=1. The yield is 0.370. (8) The reactants are C([C:3]1[C:4]([Br:11])=[C:5]([OH:10])[CH:6]=[CH:7][C:8]=1[Cl:9])C.C(=O)([O-])[O-].[K+].[K+].Cl[CH:19]1[CH2:23][CH2:22][CH2:21][C:20]1=[O:24]. The catalyst is CC(C)=O. The product is [Br:11][C:4]1[CH:3]=[C:8]([Cl:9])[CH:7]=[CH:6][C:5]=1[O:10][CH:19]1[CH2:23][CH2:22][CH2:21][C:20]1=[O:24]. The yield is 0.710. (9) The reactants are Br[CH2:2][C:3]1[CH:8]=[C:7]([C:9]([CH3:12])([CH3:11])[CH3:10])[CH:6]=[C:5]([C:13]([CH3:16])([CH3:15])[CH3:14])[C:4]=1[OH:17].N[C:19]1[CH:24]=[CH:23][CH:22]=[CH:21][C:20]=1[SH:25].C([N:28](CC)CC)C. The catalyst is C1COCC1. The product is [NH2:28][S:25][C:20]1[CH:21]=[CH:22][CH:23]=[CH:24][C:19]=1[CH2:2][C:3]1[CH:8]=[C:7]([C:9]([CH3:12])([CH3:11])[CH3:10])[CH:6]=[C:5]([C:13]([CH3:16])([CH3:15])[CH3:14])[C:4]=1[OH:17]. The yield is 1.00.